Dataset: Catalyst prediction with 721,799 reactions and 888 catalyst types from USPTO. Task: Predict which catalyst facilitates the given reaction. (1) Reactant: CN(C=O)C.[F:6][C:7]1[CH:8]=[C:9](/[CH:18]=[CH:19]/[C:20]([OH:22])=O)[CH:10]=[CH:11][C:12]=1[N:13]1[CH:17]=[CH:16][N:15]=[CH:14]1.[NH2:23][CH:24]1[C:32]2[C:27](=[CH:28][CH:29]=[CH:30][CH:31]=2)[CH2:26][CH2:25]1.C1CN([P+](ON2N=NC3C=CC=CC2=3)(N2CCCC2)N2CCCC2)CC1.F[P-](F)(F)(F)(F)F. Product: [F:6][C:7]1[CH:8]=[C:9](/[CH:18]=[CH:19]/[C:20]([NH:23][CH:24]2[C:32]3[C:27](=[CH:28][CH:29]=[CH:30][CH:31]=3)[CH2:26][CH2:25]2)=[O:22])[CH:10]=[CH:11][C:12]=1[N:13]1[CH:17]=[CH:16][N:15]=[CH:14]1. The catalyst class is: 84. (2) Reactant: CN(C(ON1N=NC2C=CC=NC1=2)=[N+](C)C)C.F[P-](F)(F)(F)(F)F.C1COCC1.Cl.[NH2:31][CH2:32][C:33]([NH:35][CH2:36][C:37](=[C:39]1[CH2:44][CH2:43][CH2:42][N:41]([C:45]2[C:54]([O:55][CH3:56])=[C:53]3[C:48]([C:49](=[O:63])[C:50]([C:60]([OH:62])=[O:61])=[CH:51][N:52]3[CH:57]3[CH2:59][CH2:58]3)=[CH:47][C:46]=2[F:64])[CH2:40]1)[F:38])=[O:34].[C:65]([O:69][C:70](=[O:85])[CH2:71][CH2:72][C@H:73]([NH:77][C:78]([O:80][C:81]([CH3:84])([CH3:83])[CH3:82])=[O:79])[C:74](O)=[O:75])([CH3:68])([CH3:67])[CH3:66]. Product: [C:65]([O:69][C:70]([CH2:71][CH2:72][C@H:73]([NH:77][C:78]([O:80][C:81]([CH3:84])([CH3:83])[CH3:82])=[O:79])[C:74]([NH:31][CH2:32][C:33]([NH:35][CH2:36][C:37](=[C:39]1[CH2:44][CH2:43][CH2:42][N:41]([C:45]2[C:54]([O:55][CH3:56])=[C:53]3[C:48]([C:49](=[O:63])[C:50]([C:60]([OH:62])=[O:61])=[CH:51][N:52]3[CH:57]3[CH2:58][CH2:59]3)=[CH:47][C:46]=2[F:64])[CH2:40]1)[F:38])=[O:34])=[O:75])=[O:85])([CH3:67])([CH3:68])[CH3:66]. The catalyst class is: 25. (3) Reactant: C[N:2](C)[CH:3]=[C:4]([C:18]1[CH:23]=[CH:22][CH:21]=[CH:20][C:19]=1[F:24])[C:5]([C:7]1[C:15]2[CH:14]=[CH:13][N:12]([CH3:16])[C:11](=[O:17])[C:10]=2[NH:9][CH:8]=1)=[O:6].C(=O)([O-])O.[Na+].Cl.NO.C1(C)C=CC(S(O)(=O)=O)=CC=1. Product: [F:24][C:19]1[CH:20]=[CH:21][CH:22]=[CH:23][C:18]=1[C:4]1[CH:3]=[N:2][O:6][C:5]=1[C:7]1[C:15]2[CH:14]=[CH:13][N:12]([CH3:16])[C:11](=[O:17])[C:10]=2[NH:9][CH:8]=1. The catalyst class is: 54. (4) Reactant: [C:1]([N:4]1[CH2:9][CH2:8][N:7]([C:10]2[CH:15]=[CH:14][C:13]([NH:16][C:17]3[N:22]=[C:21]([NH:23][CH2:24][CH:25]4[CH2:30][CH2:29][N:28](C(OC(C)(C)C)=O)[CH2:27][CH2:26]4)[C:20]([C:38](=[O:40])[NH2:39])=[CH:19][N:18]=3)=[CH:12][CH:11]=2)[CH2:6][CH2:5]1)(=[O:3])[CH3:2]. Product: [C:1]([N:4]1[CH2:5][CH2:6][N:7]([C:10]2[CH:11]=[CH:12][C:13]([NH:16][C:17]3[N:22]=[C:21]([NH:23][CH2:24][CH:25]4[CH2:30][CH2:29][NH:28][CH2:27][CH2:26]4)[C:20]([C:38]([NH2:39])=[O:40])=[CH:19][N:18]=3)=[CH:14][CH:15]=2)[CH2:8][CH2:9]1)(=[O:3])[CH3:2]. The catalyst class is: 67.